Dataset: Full USPTO retrosynthesis dataset with 1.9M reactions from patents (1976-2016). Task: Predict the reactants needed to synthesize the given product. (1) Given the product [CH3:46][C:41]1([CH3:47])[C:42]([CH3:45])([CH3:44])[O:43][B:39]([C:2]2[CH:3]=[CH:4][CH:5]=[C:6]3[C:11]=2[CH:10]([NH:12][C:13]2[CH:18]=[CH:17][CH:16]=[CH:15][C:14]=2[CH3:19])[CH2:9][CH2:8][CH2:7]3)[O:40]1, predict the reactants needed to synthesize it. The reactants are: Br[C:2]1[CH:3]=[CH:4][CH:5]=[C:6]2[C:11]=1[CH:10]([NH:12][C:13]1[CH:18]=[CH:17][CH:16]=[CH:15][C:14]=1[CH3:19])[CH2:9][CH2:8][CH2:7]2.C1COCC1.[Li]CCCC.[Li]C(C)(C)C.C(O[B:39]1[O:43][C:42]([CH3:45])([CH3:44])[C:41]([CH3:47])([CH3:46])[O:40]1)(C)C. (2) The reactants are: Cl.[NH2:2][C:3]1[C:4]2[C:14]([O:15][CH2:16][C@H:17]3[CH2:22][CH2:21][CH2:20][CH2:19][NH2+:18]3)=[CH:13][CH:12]=[CH:11][C:5]=2[NH:6][S:7](=[O:10])(=[O:9])[N:8]=1.[N:23]1[CH:28]=[CH:27][C:26]([NH:29][C:30](=O)[O:31]C2C=CC([N+]([O-])=O)=CC=2)=[CH:25][CH:24]=1.C(=O)([O-])[O-].[K+].[K+]. Given the product [NH2:2][C:3]1[C:4]2[C:14]([O:15][CH2:16][C@H:17]3[CH2:22][CH2:21][CH2:20][CH2:19][N:18]3[C:30]([NH:29][C:26]3[CH:27]=[CH:28][N:23]=[CH:24][CH:25]=3)=[O:31])=[CH:13][CH:12]=[CH:11][C:5]=2[NH:6][S:7](=[O:9])(=[O:10])[N:8]=1, predict the reactants needed to synthesize it.